From a dataset of Forward reaction prediction with 1.9M reactions from USPTO patents (1976-2016). Predict the product of the given reaction. (1) The product is: [NH2:13][CH2:12][CH2:11][S:10][S:9][CH2:8][CH2:7][NH:6][C:4](=[O:5])[C:3]1[CH:17]=[CH:18][CH:19]=[CH:20][C:2]=1[OH:1]. Given the reactants [OH:1][C:2]1[CH:20]=[CH:19][CH:18]=[CH:17][C:3]=1[C:4]([NH:6][CH2:7][CH2:8][S:9][S:10][CH2:11][CH2:12][NH:13]C(=O)[O-])=[O:5], predict the reaction product. (2) Given the reactants [Cl:1][C:2]1[CH:3]=[C:4]([CH:24]=[CH:25][C:26]=1[F:27])[CH2:5][N:6]1[CH2:15][CH2:14][C:13]2[C:12]([C:16]([N:18]([CH3:20])[CH3:19])=[O:17])=[N:11][C:10]([OH:21])=[C:9]([OH:22])[C:8]=2[C:7]1=[O:23].C[O-].[Mg+2].C[O-].Br[CH2:34][CH2:35]Cl.[NH:37]1[CH2:41][CH2:40][CH2:39][CH2:38]1.[I-].[Na+], predict the reaction product. The product is: [Cl:1][C:2]1[CH:3]=[C:4]([CH:24]=[CH:25][C:26]=1[F:27])[CH2:5][N:6]1[CH2:15][CH2:14][C:13]2[C:8](=[C:9]([OH:22])[C:10](=[O:21])[N:11]([CH2:39][CH2:38][N:37]3[CH2:35][CH2:34][CH2:40][CH2:41]3)[C:12]=2[C:16]([N:18]([CH3:20])[CH3:19])=[O:17])[C:7]1=[O:23]. (3) Given the reactants [F:1][C:2]([F:14])([F:13])[O:3][C:4]1[CH:5]=[C:6]([CH:10]=[CH:11][CH:12]=1)[CH:7]=[N:8][OH:9].[Cl:15]N1C(=O)CCC1=O, predict the reaction product. The product is: [OH:9][N:8]=[C:7]([Cl:15])[C:6]1[CH:10]=[CH:11][CH:12]=[C:4]([O:3][C:2]([F:13])([F:14])[F:1])[CH:5]=1. (4) Given the reactants [CH3:1][CH:2]([CH3:19])[CH2:3][CH:4]([N:10]1[CH:14]=[CH:13][C:12]([C:15]([F:18])([F:17])[F:16])=[N:11]1)[C:5]([O:7]CC)=[O:6].CC(C)C(N1C=CC(C(F)(F)F)=N1)C(OCC)=O, predict the reaction product. The product is: [CH3:1][CH:2]([CH3:19])[CH2:3][CH:4]([N:10]1[CH:14]=[CH:13][C:12]([C:15]([F:18])([F:16])[F:17])=[N:11]1)[C:5]([OH:7])=[O:6]. (5) Given the reactants [CH3:1][N:2]([CH2:4][C@H:5]1[CH2:10][CH2:9][C@H:8]([NH:11]C(=O)OC(C)(C)C)[CH2:7][CH2:6]1)[CH3:3], predict the reaction product. The product is: [CH3:3][N:2]([CH2:4][C@H:5]1[CH2:10][CH2:9][C@H:8]([NH2:11])[CH2:7][CH2:6]1)[CH3:1]. (6) Given the reactants [CH:1]1([S:4]([O:7][CH2:8][CH2:9][CH2:10][CH3:11])(=[O:6])=[O:5])[CH2:3][CH2:2]1.[CH2:12]([Li])[CH2:13][CH2:14]C.C(I)C=C, predict the reaction product. The product is: [CH2:14]([C:1]1([S:4]([O:7][CH2:8][CH2:9][CH2:10][CH3:11])(=[O:6])=[O:5])[CH2:3][CH2:2]1)[CH:13]=[CH2:12]. (7) Given the reactants CS(O)(=O)=O.[NH2:6][CH2:7][C:8]1[CH:9]=[C:10]2[C:14](=[CH:15][CH:16]=1)[C:13](=[O:17])[N:12]([CH:18]1[CH2:23][CH2:22][C:21](=[O:24])[NH:20][C:19]1=[O:25])[CH2:11]2.CN(C(ON1N=NC2C=CC=NC1=2)=[N+](C)C)C.F[P-](F)(F)(F)(F)F.[Cl:50][C:51]1[CH:56]=[CH:55][C:54]([C:57]([F:62])([F:61])[C:58](O)=[O:59])=[CH:53][CH:52]=1.C(N(C(C)C)C(C)C)C, predict the reaction product. The product is: [Cl:50][C:51]1[CH:52]=[CH:53][C:54]([C:57]([F:61])([F:62])[C:58]([NH:6][CH2:7][C:8]2[CH:9]=[C:10]3[C:14](=[CH:15][CH:16]=2)[C:13](=[O:17])[N:12]([CH:18]2[CH2:23][CH2:22][C:21](=[O:24])[NH:20][C:19]2=[O:25])[CH2:11]3)=[O:59])=[CH:55][CH:56]=1. (8) The product is: [CH3:42][O:1][C:2]([C:9]1[CH:10]=[C:11]([CH:34]=[CH:35][CH:36]=1)[O:12][C:13]1[C:18]([NH:19][C:20]([NH:22][C:23]2[CH:24]=[CH:25][C:26]([O:29][C:30]([F:33])([F:31])[F:32])=[CH:27][CH:28]=2)=[O:21])=[CH:17][CH:16]=[CH:15][N:14]=1)([CH2:6][CH:7]=[CH2:8])[CH2:3][CH:4]=[CH2:5]. Given the reactants [OH:1][C:2]([C:9]1[CH:10]=[C:11]([CH:34]=[CH:35][CH:36]=1)[O:12][C:13]1[C:18]([NH:19][C:20]([NH:22][C:23]2[CH:28]=[CH:27][C:26]([O:29][C:30]([F:33])([F:32])[F:31])=[CH:25][CH:24]=2)=[O:21])=[CH:17][CH:16]=[CH:15][N:14]=1)([CH2:6][CH:7]=[CH2:8])[CH2:3][CH:4]=[CH2:5].S(=O)(=O)(O)O.[C:42](=O)(O)[O-].[Na+], predict the reaction product. (9) Given the reactants [CH3:1][O:2][C:3](=[O:15])[C:4](=[O:14])[CH:5]([Cl:13])[C:6]1[CH:11]=[CH:10][C:9](F)=[CH:8][CH:7]=1.[Cl:16]C1C=CC=CC=1C=O.FC1C=CC(C=O)=CC=1, predict the reaction product. The product is: [CH3:1][O:2][C:3](=[O:15])[C:4](=[O:14])[CH:5]([Cl:13])[C:6]1[CH:11]=[CH:10][CH:9]=[CH:8][C:7]=1[Cl:16].